From a dataset of hERG Central: cardiac toxicity at 1µM, 10µM, and general inhibition. Predict hERG channel inhibition at various concentrations. (1) The molecule is Cc1cccc(OCC(=O)N2CCC3(CC2)CC(=O)c2ccccc2O3)c1. Results: hERG_inhib (hERG inhibition (general)): blocker. (2) The compound is CCOc1ccccc1CN1CCN(Cc2nc3ccccc3s2)CC1CCO. Results: hERG_inhib (hERG inhibition (general)): blocker.